From a dataset of Reaction yield outcomes from USPTO patents with 853,638 reactions. Predict the reaction yield, written as a fraction of the theoretical maximum amount of product (1.0 means a 100% yield; for example, 0.34 means a 34% yield). (1) The reactants are C[O:2][C:3](=[O:45])[CH2:4][NH:5][CH2:6][C@:7]12[CH2:41][CH2:40][C@@H:39]([C:42]([CH3:44])=[CH2:43])[C@@H:8]1[C@@H:9]1[C@@:22]([CH3:25])([CH2:23][CH2:24]2)[C@@:21]2([CH3:26])[C@@H:12]([C@:13]3([CH3:38])[C@@H:18]([CH2:19][CH2:20]2)[C:17]([CH3:28])([CH3:27])[C:16]([C:29]2[CH:37]=[CH:36][C:32]([C:33]([OH:35])=[O:34])=[CH:31][CH:30]=2)=[CH:15][CH2:14]3)[CH2:11][CH2:10]1.O1CCOCC1. No catalyst specified. The product is [C:3]([CH2:4][NH:5][CH2:6][C@:7]12[CH2:41][CH2:40][C@@H:39]([C:42]([CH3:44])=[CH2:43])[C@@H:8]1[C@@H:9]1[C@@:22]([CH3:25])([CH2:23][CH2:24]2)[C@@:21]2([CH3:26])[C@@H:12]([C@:13]3([CH3:38])[C@@H:18]([CH2:19][CH2:20]2)[C:17]([CH3:28])([CH3:27])[C:16]([C:29]2[CH:37]=[CH:36][C:32]([C:33]([OH:35])=[O:34])=[CH:31][CH:30]=2)=[CH:15][CH2:14]3)[CH2:11][CH2:10]1)([OH:45])=[O:2]. The yield is 0.350. (2) The reactants are [OH:1][CH2:2][CH2:3][CH2:4][NH:5][C:6]1[CH:13]=[CH:12][C:9]([C:10]#[N:11])=[CH:8][CH:7]=1.C(N(CC)CC)C.[C:21]1([CH3:31])[CH:26]=[CH:25][C:24]([S:27](Cl)(=[O:29])=[O:28])=[CH:23][CH:22]=1. The catalyst is CC#N. The product is [CH3:31][C:21]1[CH:26]=[CH:25][C:24]([S:27]([O:1][CH2:2][CH2:3][CH2:4][NH:5][C:6]2[CH:13]=[CH:12][C:9]([C:10]#[N:11])=[CH:8][CH:7]=2)(=[O:29])=[O:28])=[CH:23][CH:22]=1. The yield is 0.770. (3) The reactants are N([O-])=O.[Na+].[Cl:5][C:6]1[CH:12]=[CH:11][C:9](N)=[C:8]([C:13]([F:16])([F:15])[F:14])[CH:7]=1.NC(N)=[O:19]. The catalyst is O.OS(O)(=O)=O. The product is [Cl:5][C:6]1[CH:12]=[CH:11][C:9]([OH:19])=[C:8]([C:13]([F:16])([F:15])[F:14])[CH:7]=1. The yield is 0.230. (4) The reactants are [Cl:1][C:2]1[N:7]=[CH:6][C:5]([N:8]2[CH2:12][CH2:11][C@H:10]3[CH2:13][NH:14][CH2:15][C@@H:9]23)=[CH:4][CH:3]=1.[C:16]([OH:23])(=[O:22])/[CH:17]=[CH:18]/[C:19]([OH:21])=[O:20]. No catalyst specified. The product is [C:16]([OH:23])(=[O:22])/[CH:17]=[CH:18]/[C:19]([OH:21])=[O:20].[Cl:1][C:2]1[N:7]=[CH:6][C:5]([N:8]2[CH2:12][CH2:11][C@H:10]3[CH2:13][NH:14][CH2:15][C@@H:9]23)=[CH:4][CH:3]=1. The yield is 0.790.